From a dataset of Forward reaction prediction with 1.9M reactions from USPTO patents (1976-2016). Predict the product of the given reaction. Given the reactants C(O[CH:6](N(C)C)[N:7]([CH3:9])[CH3:8])(C)(C)C.[Cl:13][C:14]1[CH:19]=[CH:18][C:17]([N:20]2[C:29](=[O:30])[C:28]3[C:23](=[CH:24][CH:25]=[CH:26][CH:27]=3)[N:22]=[C:21]2[C:31]2[CH:36]=[CH:35][C:34]([N+:37]([O-:39])=[O:38])=[C:33]([CH3:40])[CH:32]=2)=[CH:16][CH:15]=1, predict the reaction product. The product is: [Cl:13][C:14]1[CH:19]=[CH:18][C:17]([N:20]2[C:29](=[O:30])[C:28]3[C:23](=[CH:24][CH:25]=[CH:26][CH:27]=3)[N:22]=[C:21]2[C:31]2[CH:36]=[CH:35][C:34]([N+:37]([O-:39])=[O:38])=[C:33](/[CH:40]=[CH:6]/[N:7]([CH3:9])[CH3:8])[CH:32]=2)=[CH:16][CH:15]=1.